From a dataset of Catalyst prediction with 721,799 reactions and 888 catalyst types from USPTO. Predict which catalyst facilitates the given reaction. (1) Reactant: P(Br)(Br)[Br:2].[Br:5][C:6]1[C:7]([O:15][CH3:16])=[CH:8][C:9]([F:14])=[C:10]([CH2:12]O)[CH:11]=1.C([O-])(O)=O.[Na+]. Product: [Br:5][C:6]1[CH:11]=[C:10]([CH2:12][Br:2])[C:9]([F:14])=[CH:8][C:7]=1[O:15][CH3:16]. The catalyst class is: 2. (2) Reactant: CN1C=CC([NH:7][C:8]2[N:13]=[C:12]([NH:14][CH:15]3[CH2:22][CH:18]4[CH2:19][NH:20][CH2:21][CH:17]4[CH2:16]3)[C:11]([C:23]#[N:24])=[CH:10][N:9]=2)=N1.[C:25]([CH2:27][C:28]([OH:30])=O)#[N:26].CN(C(ON1[N:47]=[N:46][C:41]2[CH:42]=[CH:43]C=NC1=2)=[N+](C)C)C.F[P-](F)(F)(F)(F)F.[CH2:55](N(CC)CC)C. Product: [C:25]([CH2:27][C:28]([N:20]1[CH2:19][CH:18]2[CH2:22][CH:15]([NH:14][C:12]3[C:11]([C:23]#[N:24])=[CH:10][N:9]=[C:8]([NH:7][C:42]4[CH:41]=[N:46][N:47]([CH3:55])[CH:43]=4)[N:13]=3)[CH2:16][CH:17]2[CH2:21]1)=[O:30])#[N:26]. The catalyst class is: 120. (3) Reactant: [NH2:1][C:2]1[CH:7]=[CH:6][CH:5]=[CH:4][CH:3]=1.[S:8](N)([NH2:11])(=[O:10])=[O:9].[Cl-].[Na+].C(OCC)(=O)C. Product: [C:2]1([NH:1][S:8]([NH2:11])(=[O:10])=[O:9])[CH:7]=[CH:6][CH:5]=[CH:4][CH:3]=1. The catalyst class is: 57. (4) Reactant: [CH3:1][O:2][C:3]([C:5]1[CH:6]=[C:7](B(O)O)[CH:8]=[CH:9][CH:10]=1)=[O:4].Br[C:15]1[CH:20]=[CH:19][CH:18]=[CH:17][N:16]=1.C([O-])([O-])=O.[K+].[K+].O1CCOCC1. Product: [N:16]1[CH:17]=[CH:18][CH:19]=[CH:20][C:15]=1[C:7]1[CH:6]=[C:5]([CH:10]=[CH:9][CH:8]=1)[C:3]([O:2][CH3:1])=[O:4]. The catalyst class is: 263. (5) Reactant: Cl[C:2]1[CH:7]=[C:6]([N:8]2[CH2:13][CH2:12][CH:11]([NH:14][C:15]3[N:31]=[C:18]4[C:19]([C:23]5[CH:28]=[CH:27][C:26](F)=[C:25]([F:30])[CH:24]=5)=[CH:20][CH:21]=[CH:22][N:17]4[N:16]=3)[CH2:10][CH2:9]2)[CH:5]=[CH:4][N:3]=1.[O-:32][CH2:33][CH3:34].[Na+]. Product: [CH2:33]([O:32][C:26]1[CH:27]=[CH:28][C:23]([C:19]2[C:18]3[N:17]([N:16]=[C:15]([NH:14][CH:11]4[CH2:10][CH2:9][N:8]([C:6]5[CH:5]=[CH:4][N:3]=[CH:2][CH:7]=5)[CH2:13][CH2:12]4)[N:31]=3)[CH:22]=[CH:21][CH:20]=2)=[CH:24][C:25]=1[F:30])[CH3:34]. The catalyst class is: 14. (6) Reactant: [CH3:1][C:2]1[CH:7]=[CH:6][C:5]([CH3:8])=[CH:4][N:3]=1.C1C=C(Cl)C=C(C(OO)=[O:17])C=1.[OH-].[Ca+2].[OH-]. Product: [CH3:1][C:2]1[CH:7]=[CH:6][C:5]([CH3:8])=[CH:4][N+:3]=1[O-:17]. The catalyst class is: 22. (7) The catalyst class is: 2. Reactant: C(OC([N:8]1[CH2:13][CH:12]2[CH:10]([CH2:11]2)[CH:9]1[C:14](=[O:54])[NH:15][C@:16]1([C:21]([NH:23][S:24]([C:27]2[CH:32]=[CH:31][CH:30]=[CH:29][C:28]=2[NH:33][CH2:34][CH2:35][CH2:36][CH2:37][CH2:38][CH2:39][CH2:40][C@@H:41]([C:51]([OH:53])=[O:52])[NH:42][C:43]([O:45][CH:46]2[CH2:50][CH2:49][CH2:48][CH2:47]2)=[O:44])(=[O:26])=[O:25])=[O:22])[CH2:18][C@H:17]1[CH:19]=[CH2:20])=O)(C)(C)C.C(O)(C(F)(F)F)=O. Product: [CH:10]12[CH2:11][CH:12]1[CH2:13][NH:8][CH:9]2[C:14]([NH:15][C@:16]1([C:21]([NH:23][S:24]([C:27]2[CH:32]=[CH:31][CH:30]=[CH:29][C:28]=2[NH:33][CH2:34][CH2:35][CH2:36][CH2:37][CH2:38][CH2:39][CH2:40][C@H:41]([NH:42][C:43]([O:45][CH:46]2[CH2:50][CH2:49][CH2:48][CH2:47]2)=[O:44])[C:51]([OH:53])=[O:52])(=[O:26])=[O:25])=[O:22])[CH2:18][C@H:17]1[CH:19]=[CH2:20])=[O:54]. (8) Reactant: [N+:1]([C:4]1[CH:11]=[C:10](B2OC(C)(C)C(C)(C)O2)[CH:9]=[CH:8][C:5]=1[CH:6]=[O:7])([O-:3])=[O:2].Br[C:22]1[CH:27]=[CH:26][CH:25]=[CH:24][N:23]=1. Product: [N+:1]([C:4]1[CH:11]=[C:10]([C:22]2[CH:27]=[CH:26][CH:25]=[CH:24][N:23]=2)[CH:9]=[CH:8][C:5]=1[CH:6]=[O:7])([O-:3])=[O:2]. The catalyst class is: 12.